From a dataset of HIV replication inhibition screening data with 41,000+ compounds from the AIDS Antiviral Screen. Binary Classification. Given a drug SMILES string, predict its activity (active/inactive) in a high-throughput screening assay against a specified biological target. (1) The molecule is Cc1cc2c(cc1C(=O)CCC(=O)O)CC1(C2)Cc2cc(C)c(C(=O)CCC(=O)O)cc2C1. The result is 0 (inactive). (2) The drug is O=C(NCCN(CCNC(=O)c1cccc(=O)n1O)CCNC(=O)c1cccc(=O)n1O)c1cccc(=O)n1O. The result is 0 (inactive).